Dataset: Catalyst prediction with 721,799 reactions and 888 catalyst types from USPTO. Task: Predict which catalyst facilitates the given reaction. (1) Reactant: C([C:3]1[CH:4]=[CH:5][C:6]([C:9]#[N:10])=[N:7][CH:8]=1)#N.[N:11]1C=CC=CC=1.Cl[C:18]([O:20][CH2:21][C:22]([Cl:25])([Cl:24])[Cl:23])=[O:19].O. Product: [C:9]([C:6]1[N:7]=[CH:8][C:3]([NH:11][C:18](=[O:19])[O:20][CH2:21][C:22]([Cl:25])([Cl:24])[Cl:23])=[CH:4][CH:5]=1)#[N:10]. The catalyst class is: 7. (2) Reactant: [N:1]1[C:10]2[C:5](=[CH:6][CH:7]=[CH:8][CH:9]=2)[CH:4]=[CH:3][C:2]=1[N:11]1[CH2:14][CH:13]([O:15][C:16]2[C:17]([N:22]3[CH2:27][CH2:26][CH:25]([OH:28])[CH2:24][CH2:23]3)=[N:18][CH:19]=[CH:20][N:21]=2)[CH2:12]1.CC(OI1(OC(C)=O)(OC(C)=O)OC(=O)C2C=CC=CC1=2)=O.CCOC(C)=O. Product: [N:1]1[C:10]2[C:5](=[CH:6][CH:7]=[CH:8][CH:9]=2)[CH:4]=[CH:3][C:2]=1[N:11]1[CH2:14][CH:13]([O:15][C:16]2[C:17]([N:22]3[CH2:27][CH2:26][C:25](=[O:28])[CH2:24][CH2:23]3)=[N:18][CH:19]=[CH:20][N:21]=2)[CH2:12]1. The catalyst class is: 2. (3) Reactant: [CH3:1][O:2][C:3]([CH2:5][C@@H:6]([CH2:26][CH:27]([CH3:29])[CH3:28])[C:7]([NH:9][CH:10]([C:14]1[CH:19]=[CH:18][C:17]([C:20]2[CH:25]=[CH:24][CH:23]=[CH:22][CH:21]=2)=[CH:16][CH:15]=1)[C:11]([OH:13])=O)=[O:8])=[O:4].[CH2:30](Cl)[CH2:31]Cl.C1C=C[C:37]2[N:42](O)N=N[C:38]=2[CH:39]=1.[CH3:44][N:45]1CCO[CH2:47][CH2:46]1. Product: [CH3:29][CH:27]([CH3:28])[CH2:26][C@@H:6]([C:7](=[O:8])[NH:9][CH:10]([C:11](=[O:13])[N:45]([CH3:44])[CH2:46][CH2:47][C:31]1[CH:30]=[CH:39][CH:38]=[CH:37][N:42]=1)[C:14]1[CH:15]=[CH:16][C:17]([C:20]2[CH:25]=[CH:24][CH:23]=[CH:22][CH:21]=2)=[CH:18][CH:19]=1)[CH2:5][C:3]([O:2][CH3:1])=[O:4]. The catalyst class is: 4. (4) Reactant: [NH2:1][C@H:2]1[CH2:7][CH2:6][C@H:5]([OH:8])[CH2:4][CH2:3]1.[O:9](C(OC(C)(C)C)=O)[C:10]([O:12][C:13]([CH3:16])([CH3:15])[CH3:14])=O.CO.O1CCOCC1. Product: [OH:8][C@H:5]1[CH2:6][CH2:7][C@H:2]([NH:1][C:10](=[O:9])[O:12][C:13]([CH3:16])([CH3:15])[CH3:14])[CH2:3][CH2:4]1. The catalyst class is: 2. (5) Reactant: [Br:1][C:2]1[N:3]=[C:4]2[C:10]([Cl:11])=[CH:9][NH:8][C:5]2=[N:6][CH:7]=1.[H-].[Na+].Cl[CH2:15][O:16][CH2:17][CH2:18][Si:19]([CH3:22])([CH3:21])[CH3:20]. Product: [Br:1][C:2]1[N:3]=[C:4]2[C:10]([Cl:11])=[CH:9][N:8]([CH2:15][O:16][CH2:17][CH2:18][Si:19]([CH3:22])([CH3:21])[CH3:20])[C:5]2=[N:6][CH:7]=1. The catalyst class is: 3. (6) Reactant: [CH3:1][C:2]1[N:11]([C:12]2[CH:17]=[CH:16][C:15]([Cl:18])=[C:14]([Cl:19])[CH:13]=2)[C:10](=[O:20])[C:9]2[C:4](=[CH:5][CH:6]=[CH:7][CH:8]=2)[N:3]=1.[OH:21][C:22]1[C:29]([O:30][CH3:31])=[CH:28][CH:27]=[CH:26][C:23]=1[CH:24]=O.CC([O-])=O.[Na+]. Product: [Cl:19][C:14]1[CH:13]=[C:12]([N:11]2[C:10](=[O:20])[C:9]3[C:4](=[CH:5][CH:6]=[CH:7][CH:8]=3)[N:3]=[C:2]2[CH:1]=[CH:24][C:23]2[CH:26]=[CH:27][CH:28]=[C:29]([O:30][CH3:31])[C:22]=2[OH:21])[CH:17]=[CH:16][C:15]=1[Cl:18]. The catalyst class is: 52. (7) Reactant: [Cl:1][C:2]1[CH:9]=[CH:8][C:5]([C:6]#[N:7])=[C:4](F)[CH:3]=1.Br.[CH3:12][N:13]([CH2:15][C:16]1[C:17]([CH2:23][CH2:24][CH3:25])=[C:18]([OH:22])[CH:19]=[CH:20][CH:21]=1)[CH3:14].[C:26](=[O:29])([O-:28])[O-].[Cs+].[Cs+].[OH-:32].[Na+]. Product: [C:18]([OH:22])(=[O:32])/[CH:19]=[CH:20]/[C:26]([OH:28])=[O:29].[Cl:1][C:2]1[CH:9]=[CH:8][C:5]([C:6]#[N:7])=[C:4]([O:22][C:18]2[CH:19]=[CH:20][CH:21]=[C:16]([CH2:15][N:13]([CH3:14])[CH3:12])[C:17]=2[CH2:23][CH2:24][CH3:25])[CH:3]=1. The catalyst class is: 3.